Dataset: Peptide-MHC class I binding affinity with 185,985 pairs from IEDB/IMGT. Task: Regression. Given a peptide amino acid sequence and an MHC pseudo amino acid sequence, predict their binding affinity value. This is MHC class I binding data. (1) The peptide sequence is MLINRFTMK. The MHC is HLA-A03:01 with pseudo-sequence HLA-A03:01. The binding affinity (normalized) is 0.882. (2) The peptide sequence is QAFEAGVDF. The MHC is HLA-A02:01 with pseudo-sequence HLA-A02:01. The binding affinity (normalized) is 0. (3) The peptide sequence is HPVHAGPIA. The MHC is HLA-B40:01 with pseudo-sequence HLA-B40:01. The binding affinity (normalized) is 0. (4) The peptide sequence is YLQLVFGIEV. The MHC is HLA-A68:02 with pseudo-sequence HLA-A68:02. The binding affinity (normalized) is 0.155. (5) The peptide sequence is ALYEKKLAL. The MHC is HLA-B48:01 with pseudo-sequence HLA-B48:01. The binding affinity (normalized) is 0.0847.